Task: Predict the reactants needed to synthesize the given product.. Dataset: Full USPTO retrosynthesis dataset with 1.9M reactions from patents (1976-2016) (1) Given the product [CH2:13]([C:10]1[O:9][C:8]([C:6]2[CH:7]=[C:2]([NH:1][CH3:27])[C:3]([N:15]3[CH2:16][CH2:17][CH:18]([C:21]([O:23][CH3:24])=[O:22])[CH2:19][CH2:20]3)=[N:4][CH:5]=2)=[N:12][CH:11]=1)[CH3:14], predict the reactants needed to synthesize it. The reactants are: [NH2:1][C:2]1[C:3]([N:15]2[CH2:20][CH2:19][CH:18]([C:21]([O:23][CH3:24])=[O:22])[CH2:17][CH2:16]2)=[N:4][CH:5]=[C:6]([C:8]2[O:9][C:10]([CH2:13][CH3:14])=[CH:11][N:12]=2)[CH:7]=1.IC.[C:27]([O-])([O-])=O.[Cs+].[Cs+]. (2) Given the product [Br:1][C:2]1[C:3](/[CH:8]=[CH:11]/[C:12]([OH:14])=[O:13])=[N:4][N:5]([CH3:7])[CH:6]=1, predict the reactants needed to synthesize it. The reactants are: [Br:1][C:2]1[C:3]([CH:8]=O)=[N:4][N:5]([CH3:7])[CH:6]=1.C(O)(=O)[CH2:11][C:12]([OH:14])=[O:13].N1CCCCC1.Cl. (3) Given the product [Cl:22][C:19]1[CH:20]=[CH:21][C:16]([S:13]([N:12]([C:11]2[C:6]([C:4](=[O:5])[C:3]3[CH:31]=[CH:32][CH:33]=[CH:34][C:2]=3[NH:1][S:36]([CH3:35])(=[O:38])=[O:37])=[N:7][CH:8]=[C:9]([Cl:30])[CH:10]=2)[CH2:27][O:28][CH3:29])(=[O:15])=[O:14])=[CH:17][C:18]=1[C:23]([F:26])([F:25])[F:24], predict the reactants needed to synthesize it. The reactants are: [NH2:1][C:2]1[CH:34]=[CH:33][CH:32]=[CH:31][C:3]=1[C:4]([C:6]1[C:11]([N:12]([CH2:27][O:28][CH3:29])[S:13]([C:16]2[CH:21]=[CH:20][C:19]([Cl:22])=[C:18]([C:23]([F:26])([F:25])[F:24])[CH:17]=2)(=[O:15])=[O:14])=[CH:10][C:9]([Cl:30])=[CH:8][N:7]=1)=[O:5].[CH3:35][S:36](Cl)(=[O:38])=[O:37].Cl.CCCC[N+](CCCC)(CCCC)CCCC.[F-]. (4) Given the product [N:12]1([CH2:2][CH2:3][CH2:4][O:5][N:6]=[C:7]([O:9][CH2:10][CH3:11])[CH3:8])[CH2:17][CH2:16][CH2:15][CH2:14][CH2:13]1, predict the reactants needed to synthesize it. The reactants are: Br[CH2:2][CH2:3][CH2:4][O:5][N:6]=[C:7]([O:9][CH2:10][CH3:11])[CH3:8].[NH:12]1[CH2:17][CH2:16][CH2:15][CH2:14][CH2:13]1.C1CCN2C(=NCCC2)CC1.[Cl-].[NH4+]. (5) Given the product [CH:1]1([CH2:7][CH2:8][C:9]([Cl:14])=[S:10])[CH2:6][CH2:5][CH2:4][CH2:3][CH2:2]1, predict the reactants needed to synthesize it. The reactants are: [CH:1]1([CH2:7][CH2:8][C:9](O)=[S:10])[CH2:6][CH2:5][CH2:4][CH2:3][CH2:2]1.S(Cl)([Cl:14])=O. (6) Given the product [CH2:1]([O:8][C:9]1[CH:14]=[C:13]([O:15][CH2:16][C:17]2[CH:22]=[CH:21][CH:20]=[CH:19][CH:18]=2)[C:12]([CH:23]([CH3:25])[CH3:24])=[CH:11][C:10]=1[C:26]1[O:30][N:29]=[C:28]([C:31]([NH:33][CH2:34][CH3:35])=[O:32])[C:27]=1[C:36]1[N:37]=[C:40]([CH2:41][CH3:42])[O:39][N:38]=1)[C:2]1[CH:7]=[CH:6][CH:5]=[CH:4][CH:3]=1, predict the reactants needed to synthesize it. The reactants are: [CH2:1]([O:8][C:9]1[CH:14]=[C:13]([O:15][CH2:16][C:17]2[CH:22]=[CH:21][CH:20]=[CH:19][CH:18]=2)[C:12]([CH:23]([CH3:25])[CH3:24])=[CH:11][C:10]=1[C:26]1[O:30][N:29]=[C:28]([C:31]([NH:33][CH2:34][CH3:35])=[O:32])[C:27]=1[C:36](=[N:38][OH:39])[NH2:37])[C:2]1[CH:7]=[CH:6][CH:5]=[CH:4][CH:3]=1.[C:40](Cl)(=O)[CH2:41][CH3:42]. (7) Given the product [C:12]([NH:11][C:9]1[N:10]=[C:5]2[C:4]([C:15]3[CH:20]=[CH:19][CH:18]=[C:17]([C:21]([F:24])([F:23])[F:22])[CH:16]=3)=[C:3]([CH3:25])[C:2]([C:57]([NH2:47])=[O:28])=[CH:7][N:6]2[N:8]=1)(=[O:14])[CH3:13], predict the reactants needed to synthesize it. The reactants are: Br[C:2]1[C:3]([CH3:25])=[C:4]([C:15]2[CH:20]=[CH:19][CH:18]=[C:17]([C:21]([F:24])([F:23])[F:22])[CH:16]=2)[C:5]2[N:6]([N:8]=[C:9]([NH:11][C:12](=[O:14])[CH3:13])[N:10]=2)[CH:7]=1.Cl.N[OH:28].F[B-](F)(F)F.C([PH+](C(C)(C)C)C(C)(C)C)(C)(C)C.[N:47]12[CH2:57]CCN=C1CCCCC2.C(N(CC)C(C)C)(C)C.